Dataset: Catalyst prediction with 721,799 reactions and 888 catalyst types from USPTO. Task: Predict which catalyst facilitates the given reaction. (1) Reactant: [C:1]1([CH2:7][CH2:8][CH2:9][C:10]([NH:12][CH2:13][CH2:14][C:15]([OH:17])=O)=[O:11])[CH:6]=[CH:5][CH:4]=[CH:3][CH:2]=1.Cl.Cl.[CH2:20]([O:22][C:23](=[O:32])[CH:24]([NH2:31])[CH2:25][C:26]1[NH:27][CH:28]=[N:29][CH:30]=1)[CH3:21].CCN(CC)CC.CN(C(ON1N=NC2C=CC=CC1=2)=[N+](C)C)C.F[P-](F)(F)(F)(F)F. Product: [CH2:20]([O:22][C:23](=[O:32])[CH:24]([NH:31][C:15](=[O:17])[CH2:14][CH2:13][NH:12][C:10](=[O:11])[CH2:9][CH2:8][CH2:7][C:1]1[CH:2]=[CH:3][CH:4]=[CH:5][CH:6]=1)[CH2:25][C:26]1[NH:27][CH:28]=[N:29][CH:30]=1)[CH3:21]. The catalyst class is: 2. (2) Product: [CH:22]1([N:26]2[CH2:32][CH2:31][C:30]3[CH:33]=[CH:34][C:35]([N:37]4[CH2:42][CH2:41][N:40]([C:14]([NH:43][C:44]5[CH:49]=[CH:48][CH:47]=[CH:46][CH:45]=5)=[O:20])[CH2:39][CH2:38]4)=[CH:36][C:29]=3[CH2:28][CH2:27]2)[CH2:25][CH2:24][CH2:23]1. Reactant: C(N(C(C)C)CC)(C)C.ClC(Cl)(O[C:14](=[O:20])OC(Cl)(Cl)Cl)Cl.[CH:22]1([N:26]2[CH2:32][CH2:31][C:30]3[CH:33]=[CH:34][C:35]([N:37]4[CH2:42][CH2:41][NH:40][CH2:39][CH2:38]4)=[CH:36][C:29]=3[CH2:28][CH2:27]2)[CH2:25][CH2:24][CH2:23]1.[NH2:43][C:44]1[CH:49]=[CH:48][CH:47]=[CH:46][CH:45]=1. The catalyst class is: 506. (3) Reactant: C(O[CH:4]([O:13]CC)[C:5]1[CH:12]=[CH:11][C:8]([CH:9]=[O:10])=[CH:7][CH:6]=1)C.[CH2:16]([Mg]Br)[CH2:17][CH2:18][CH2:19][CH3:20].[NH4+].[Cl-]. Product: [OH:13][CH:4]([C:5]1[CH:12]=[CH:11][C:8]([CH:9]=[O:10])=[CH:7][CH:6]=1)[CH2:16][CH2:17][CH2:18][CH2:19][CH3:20]. The catalyst class is: 1.